This data is from Reaction yield outcomes from USPTO patents with 853,638 reactions. The task is: Predict the reaction yield, written as a fraction of the theoretical maximum amount of product (1.0 means a 100% yield; for example, 0.34 means a 34% yield). The reactants are Cl[CH2:2][C:3]1[O:7][N:6]=[C:5]([N:8]2[CH2:13][CH2:12][N:11]([C:14]([O:16][C:17]([CH3:20])([CH3:19])[CH3:18])=[O:15])[CH2:10][CH2:9]2)[N:4]=1.[Cl:21][C:22]1[CH:23]=[C:24]([NH:29][C:30]2[C:39]3[C:34](=[CH:35][C:36]([OH:42])=[C:37]([O:40][CH3:41])[CH:38]=3)[N:33]=[CH:32][N:31]=2)[CH:25]=[CH:26][C:27]=1[Cl:28].C(=O)([O-])[O-].[K+].[K+]. The catalyst is CN(C=O)C. The product is [Cl:21][C:22]1[CH:23]=[C:24]([NH:29][C:30]2[C:39]3[C:34](=[CH:35][C:36]([O:42][CH2:2][C:3]4[O:7][N:6]=[C:5]([N:8]5[CH2:13][CH2:12][N:11]([C:14]([O:16][C:17]([CH3:20])([CH3:19])[CH3:18])=[O:15])[CH2:10][CH2:9]5)[N:4]=4)=[C:37]([O:40][CH3:41])[CH:38]=3)[N:33]=[CH:32][N:31]=2)[CH:25]=[CH:26][C:27]=1[Cl:28]. The yield is 0.620.